Dataset: Full USPTO retrosynthesis dataset with 1.9M reactions from patents (1976-2016). Task: Predict the reactants needed to synthesize the given product. (1) Given the product [C:11]1([C:10]2[CH:9]=[N:8][N:6]3[CH:7]=[C:2]([C:22]4[CH:23]=[CH:24][C:19]([CH:17]=[O:18])=[CH:20][CH:21]=4)[CH:3]=[N:4][C:5]=23)[CH:16]=[CH:15][CH:14]=[CH:13][CH:12]=1, predict the reactants needed to synthesize it. The reactants are: Br[C:2]1[CH:3]=[N:4][C:5]2[N:6]([N:8]=[CH:9][C:10]=2[C:11]2[CH:16]=[CH:15][CH:14]=[CH:13][CH:12]=2)[CH:7]=1.[CH:17]([C:19]1[CH:24]=[CH:23][C:22](B(O)O)=[CH:21][CH:20]=1)=[O:18].C(=O)([O-])[O-].[Na+].[Na+]. (2) Given the product [CH:1]([C:4]1[NH:8][N:7]=[C:6]([NH:9][C:10]2[C:11]3[CH2:26][CH2:25][CH2:24][C:12]=3[N:13]=[C:14]([N:16]3[CH2:20][CH2:19][CH2:18][C@@H:17]3[C:21]([N:29]([CH3:30])[CH3:28])=[O:23])[N:15]=2)[CH:5]=1)([CH3:2])[CH3:3], predict the reactants needed to synthesize it. The reactants are: [CH:1]([C:4]1[NH:8][N:7]=[C:6]([NH:9][C:10]2[C:11]3[CH2:26][CH2:25][CH2:24][C:12]=3[N:13]=[C:14]([N:16]3[CH2:20][CH2:19][CH2:18][CH:17]3[C:21]([OH:23])=O)[N:15]=2)[CH:5]=1)([CH3:3])[CH3:2].Cl.[CH3:28][NH:29][CH3:30].CN(C(ON1N=NC2C=CC=NC1=2)=[N+](C)C)C.F[P-](F)(F)(F)(F)F.C(N(C(C)C)CC)(C)C. (3) Given the product [N:18]1([C:8]2[CH:13]=[CH:12][C:11]([O:14][CH3:15])=[CH:10][C:9]=2[O:16][CH3:17])[CH2:22][CH2:21][CH2:20][CH2:19]1, predict the reactants needed to synthesize it. The reactants are: CC(C)([O-])C.[Na+].Br[C:8]1[CH:13]=[CH:12][C:11]([O:14][CH3:15])=[CH:10][C:9]=1[O:16][CH3:17].[NH:18]1[CH2:22][CH2:21][CH2:20][CH2:19]1. (4) Given the product [CH3:20][N:21]1[CH2:24][CH2:22][N:21]([C:24]2[CH:4]=[CH:5][N:6]=[C:7]([NH:1][C:2]3[CH:19]=[CH:18][C:5]4[N:6]=[C:7]([NH:9][C:10](=[O:17])[C:11]5[CH:16]=[CH:15][CH:14]=[CH:13][CH:12]=5)[S:8][C:4]=4[CH:3]=3)[N:9]=2)[CH2:20][CH2:22]1, predict the reactants needed to synthesize it. The reactants are: [NH2:1][C:2]1[CH:19]=[CH:18][C:5]2[N:6]=[C:7]([NH:9][C:10](=[O:17])[C:11]3[CH:16]=[CH:15][CH:14]=[CH:13][CH:12]=3)[S:8][C:4]=2[CH:3]=1.[CH3:20][N:21]([CH3:24])[CH:22]=O.ClCCl.CO. (5) Given the product [C:1]([C:4]1[CH:9]=[CH:8][C:7]([N:10]([CH2:11][C:12]2[CH:13]=[CH:14][C:15]([CH:18]([OH:27])[C:19]3[CH:20]=[C:21]([CH:24]=[CH:25][CH:26]=3)[C:22]#[N:23])=[CH:16][CH:17]=2)[CH3:33])=[C:6]([CH3:28])[C:5]=1[OH:29])(=[O:3])[CH3:2], predict the reactants needed to synthesize it. The reactants are: [C:1]([C:4]1[CH:9]=[CH:8][C:7]([NH:10][CH2:11][C:12]2[CH:17]=[CH:16][C:15]([CH:18]([OH:27])[C:19]3[CH:20]=[C:21]([CH:24]=[CH:25][CH:26]=3)[C:22]#[N:23])=[CH:14][CH:13]=2)=[C:6]([CH3:28])[C:5]=1[OH:29])(=[O:3])[CH3:2].C=O.[BH3-][C:33]#N.[Na+].Cl. (6) Given the product [Cl:1][C:2]1[C:3]2[C:10]([I:11])=[CH:9][N:8]([C:12]3[CH:17]=[CH:16][CH:15]=[CH:14][CH:13]=3)[C:4]=2[N:5]=[CH:6][N:7]=1, predict the reactants needed to synthesize it. The reactants are: [Cl:1][C:2]1[C:3]2[C:10]([I:11])=[CH:9][NH:8][C:4]=2[N:5]=[CH:6][N:7]=1.[C:12]1(B(O)O)[CH:17]=[CH:16][CH:15]=[CH:14][CH:13]=1.N1C=CC=CC=1.N. (7) Given the product [F:30][C:26]1[CH:25]=[C:24]2[C:29]([C:20]([NH:1][C:2]3[CH:3]=[C:4]([CH:10]=[C:11]([N:13]4[CH2:14][CH2:15][O:16][CH2:17][CH2:18]4)[CH:12]=3)[C:5]([N:7]([CH3:9])[CH3:8])=[O:6])=[C:21]([CH3:37])[C:22]([C:31]3[CH:36]=[CH:35][CH:34]=[CH:33][N:32]=3)=[N:23]2)=[CH:28][CH:27]=1, predict the reactants needed to synthesize it. The reactants are: [NH2:1][C:2]1[CH:3]=[C:4]([CH:10]=[C:11]([N:13]2[CH2:18][CH2:17][O:16][CH2:15][CH2:14]2)[CH:12]=1)[C:5]([N:7]([CH3:9])[CH3:8])=[O:6].Cl[C:20]1[C:29]2[C:24](=[CH:25][C:26]([F:30])=[CH:27][CH:28]=2)[N:23]=[C:22]([C:31]2[CH:36]=[CH:35][CH:34]=[CH:33][N:32]=2)[C:21]=1[CH3:37].CC(C)([O-])C.[Na+].CC(C1C=C(C(C)C)C(C2C=CC=CC=2P(C2CCCCC2)C2CCCCC2)=C(C(C)C)C=1)C. (8) The reactants are: [CH2:1]([O:3][C:4]([N:6]1[CH2:11][CH2:10][CH:9]([NH:12][CH2:13][C:14]2[CH:19]=[CH:18][N:17]=[C:16]([C:20]3[CH:25]=[C:24]([O:26][CH3:27])[C:23]([O:28][CH3:29])=[C:22]([O:30][CH3:31])[CH:21]=3)[CH:15]=2)[CH2:8][CH2:7]1)=[O:5])[CH3:2].C(=O)([O-])[O-].[K+].[K+].I[CH2:39][CH3:40]. Given the product [CH2:1]([O:3][C:4]([N:6]1[CH2:11][CH2:10][CH:9]([N:12]([CH2:39][CH3:40])[CH2:13][C:14]2[CH:19]=[CH:18][N:17]=[C:16]([C:20]3[CH:21]=[C:22]([O:30][CH3:31])[C:23]([O:28][CH3:29])=[C:24]([O:26][CH3:27])[CH:25]=3)[CH:15]=2)[CH2:8][CH2:7]1)=[O:5])[CH3:2], predict the reactants needed to synthesize it. (9) Given the product [Cl:34][C:32]1[C:31]([C:35]([F:37])([F:36])[F:38])=[CH:30][N:29]=[C:28]([NH:1][C:2]2[CH:17]=[CH:16][C:5]([C:6]([O:8][CH2:9][C:10]3[CH:15]=[CH:14][CH:13]=[CH:12][CH:11]=3)=[O:7])=[CH:4][CH:3]=2)[N:33]=1, predict the reactants needed to synthesize it. The reactants are: [NH2:1][C:2]1[CH:17]=[CH:16][C:5]([C:6]([O:8][CH2:9][C:10]2[CH:15]=[CH:14][CH:13]=[CH:12][CH:11]=2)=[O:7])=[CH:4][CH:3]=1.CCN(C(C)C)C(C)C.Cl[C:28]1[N:33]=[C:32]([Cl:34])[C:31]([C:35]([F:38])([F:37])[F:36])=[CH:30][N:29]=1.C(Cl)Cl.